Dataset: Peptide-MHC class II binding affinity with 134,281 pairs from IEDB. Task: Regression. Given a peptide amino acid sequence and an MHC pseudo amino acid sequence, predict their binding affinity value. This is MHC class II binding data. (1) The peptide sequence is IDLSIQNYHTFLIYI. The MHC is HLA-DQA10301-DQB10302 with pseudo-sequence HLA-DQA10301-DQB10302. The binding affinity (normalized) is 0.349. (2) The peptide sequence is IAIAFLSVSNNYEYI. The MHC is DRB1_1201 with pseudo-sequence DRB1_1201. The binding affinity (normalized) is 0.643. (3) The peptide sequence is RNVFDEVIPTAFSIG. The MHC is DRB1_1302 with pseudo-sequence DRB1_1302. The binding affinity (normalized) is 0.361.